Dataset: Peptide-MHC class I binding affinity with 185,985 pairs from IEDB/IMGT. Task: Regression. Given a peptide amino acid sequence and an MHC pseudo amino acid sequence, predict their binding affinity value. This is MHC class I binding data. (1) The peptide sequence is EEVQVLALE. The MHC is HLA-B44:03 with pseudo-sequence HLA-B44:03. The binding affinity (normalized) is 0.144. (2) The peptide sequence is SVITQACPK. The MHC is HLA-A02:03 with pseudo-sequence HLA-A02:03. The binding affinity (normalized) is 0. (3) The binding affinity (normalized) is 0.442. The peptide sequence is FIAFLRFLAI. The MHC is HLA-A68:02 with pseudo-sequence HLA-A68:02. (4) The peptide sequence is KAIKILIGFR. The MHC is HLA-A31:01 with pseudo-sequence HLA-A31:01. The binding affinity (normalized) is 0.801. (5) The peptide sequence is TSAICSVVRR. The MHC is Patr-A0301 with pseudo-sequence Patr-A0301. The binding affinity (normalized) is 0.569. (6) The peptide sequence is WSILRQRCW. The MHC is HLA-A31:01 with pseudo-sequence HLA-A31:01. The binding affinity (normalized) is 0.0847. (7) The peptide sequence is MDGIQYGRSG. The MHC is HLA-B40:02 with pseudo-sequence HLA-B40:02. The binding affinity (normalized) is 0. (8) The peptide sequence is YTAVVPLVQ. The MHC is Mamu-A02 with pseudo-sequence Mamu-A02. The binding affinity (normalized) is 0.349.